From a dataset of Retrosynthesis with 50K atom-mapped reactions and 10 reaction types from USPTO. Predict the reactants needed to synthesize the given product. (1) Given the product COc1ccc2c(c1OC)CC1CN(C)CC21, predict the reactants needed to synthesize it. The reactants are: C=O.COc1ccc2c(c1OC)CC1CNCC21. (2) The reactants are: CCN(CC)c1ccc(NC(=O)C2(NC(=O)CN)CCc3ccccc3C2)cc1.CCOC(C)=O. Given the product CCN(CC)c1ccc(NC(=O)C2(NC(=O)CNC(C)C)CCc3ccccc3C2)cc1, predict the reactants needed to synthesize it.